This data is from Full USPTO retrosynthesis dataset with 1.9M reactions from patents (1976-2016). The task is: Predict the reactants needed to synthesize the given product. Given the product [NH2:15][CH2:3][C@H:2]([OH:1])[CH2:4][N:5]1[CH2:14][CH2:13][C:12]2[C:7](=[CH:8][CH:9]=[CH:10][CH:11]=2)[CH2:6]1, predict the reactants needed to synthesize it. The reactants are: [O:1]1[CH2:3][C@H:2]1[CH2:4][N:5]1[CH2:14][CH2:13][C:12]2[C:7](=[CH:8][CH:9]=[CH:10][CH:11]=2)[CH2:6]1.[NH3:15].